The task is: Predict the reactants needed to synthesize the given product.. This data is from Full USPTO retrosynthesis dataset with 1.9M reactions from patents (1976-2016). (1) Given the product [CH3:1][O:2][C:3]1[CH:4]=[C:5]([C:16]2[N:17]=[C:18]3[C:24]([C:25]([C:27]4([CH3:33])[CH2:32][CH2:31][CH2:30][CH2:29][CH2:28]4)=[O:26])=[CH:23][NH:22][C:19]3=[N:20][CH:21]=2)[CH:6]=[C:7]([N:9]2[CH2:10][CH2:11][S:12][CH2:13][CH2:14]2)[CH:8]=1, predict the reactants needed to synthesize it. The reactants are: [CH3:1][O:2][C:3]1[CH:4]=[C:5]([C:16]2[N:17]=[C:18]3[C:24]([C:25]([C:27]4([CH3:33])[CH2:32][CH2:31][CH2:30][CH2:29][CH2:28]4)=[O:26])=[CH:23][NH:22][C:19]3=[N:20][CH:21]=2)[CH:6]=[C:7]([N:9]2[CH2:14][CH2:13][S:12](=O)[CH2:11][CH2:10]2)[CH:8]=1.O=S1(=O)CCN(C2C=C(C3N=C4C(C(C5(C)CCCCC5)=O)=CNC4=NC=3)C=C(OC)C=2)CC1. (2) Given the product [N:5]1[C:4]2[CH:8]=[N:9][CH:10]=[CH:11][C:3]=2[C:2]([NH:12][NH2:13])=[N:7][CH:6]=1, predict the reactants needed to synthesize it. The reactants are: Cl[C:2]1[C:3]2[CH:11]=[CH:10][N:9]=[CH:8][C:4]=2[N:5]=[CH:6][N:7]=1.[NH2:12][NH2:13]. (3) Given the product [F:1][C:2]1[C:7]([O:8][CH2:9][O:10][CH3:11])=[C:6]([CH:5]=[C:4]([F:12])[N:3]=1)[CH:21]=[O:22], predict the reactants needed to synthesize it. The reactants are: [F:1][C:2]1[C:7]([O:8][CH2:9][O:10][CH3:11])=[CH:6][CH:5]=[C:4]([F:12])[N:3]=1.[Li]CCCC.CN([CH:21]=[O:22])C. (4) Given the product [Cl:8][C:6]1[C:5]([C:9]([F:12])([F:11])[F:10])=[CH:4][N:3]=[C:2]([NH:29][C:28]2[CH:30]=[CH:31][C:32]([CH:33]3[CH2:34][CH2:35][N:43]([C:16]([O:56][C:53]([CH3:55])([CH3:54])[CH3:52])=[O:15])[CH2:41][CH2:38]3)=[N:47][CH:27]=2)[N:7]=1, predict the reactants needed to synthesize it. The reactants are: Cl[C:2]1[N:7]=[C:6]([Cl:8])[C:5]([C:9]([F:12])([F:11])[F:10])=[CH:4][N:3]=1.CC[O:15][CH2:16]C.N1C=C(NC2[N:29]=[C:28]([CH2:30][CH2:31][C:32]3C=C[CH:35]=[CH:34][C:33]=3[C:38]3([C:41]([NH2:43])=O)CC3)[C:27](Cl)=CN=2)C=N1.CC[N:47](CC)CC.[CH3:52][C:53]([OH:56])([CH3:55])[CH3:54]. (5) Given the product [Cl:18][C:19]1[CH:24]=[C:23]([NH:1][C:2]2[CH:3]=[CH:4][C:5]3[N:10]([CH3:11])[C:9](=[O:12])[O:8][C:7]([CH2:15][CH3:16])([CH2:13][CH3:14])[C:6]=3[CH:17]=2)[CH:22]=[CH:21][C:20]=1[Cl:26], predict the reactants needed to synthesize it. The reactants are: [NH2:1][C:2]1[CH:3]=[CH:4][C:5]2[N:10]([CH3:11])[C:9](=[O:12])[O:8][C:7]([CH2:15][CH3:16])([CH2:13][CH3:14])[C:6]=2[CH:17]=1.[Cl:18][C:19]1[CH:24]=[CH:23][C:22](I)=[CH:21][C:20]=1[Cl:26]. (6) Given the product [Cl:23][C:20]1[CH:21]=[CH:22][C:17]([C:12]2[CH:11]=[C:10]([CH2:24][CH3:25])[C:9]([NH2:8])=[C:14]([CH2:15][CH3:16])[CH:13]=2)=[CH:18][CH:19]=1, predict the reactants needed to synthesize it. The reactants are: Cl.C(OC(=O)[NH:8][C:9]1[C:14]([CH2:15][CH3:16])=[CH:13][C:12]([C:17]2[CH:22]=[CH:21][C:20]([Cl:23])=[CH:19][CH:18]=2)=[CH:11][C:10]=1[CH2:24][CH3:25])(C)(C)C. (7) Given the product [ClH:12].[OH:4][C@@H:2]([CH2:1][O:5][C:6]1[CH:11]=[CH:10][CH:9]=[C:8]([Cl:12])[C:7]=1[C:13]#[N:14])[CH2:3][NH:15][C:16]([CH3:28])([CH3:27])[CH2:17][C:18]1[CH:26]=[CH:25][C:21]2[O:22][CH2:23][CH2:24][C:20]=2[CH:19]=1, predict the reactants needed to synthesize it. The reactants are: [CH2:1]([O:5][C:6]1[CH:11]=[CH:10][CH:9]=[C:8]([Cl:12])[C:7]=1[C:13]#[N:14])[C@@H:2]1[O:4][CH2:3]1.[NH2:15][C:16]([CH3:28])([CH3:27])[CH2:17][C:18]1[CH:26]=[CH:25][C:21]2[O:22][CH2:23][CH2:24][C:20]=2[CH:19]=1.